Dataset: Forward reaction prediction with 1.9M reactions from USPTO patents (1976-2016). Task: Predict the product of the given reaction. The product is: [F:1][C:2]1[C:3]([C:21]([F:24])([F:22])[F:23])=[C:4]([CH:8]2[CH2:9][CH2:10][N:11]([C:14]([O:16][C:17]([CH3:20])([CH3:19])[CH3:18])=[O:15])[CH2:12][CH2:13]2)[CH:5]=[CH:6][CH:7]=1. Given the reactants [F:1][C:2]1[C:3]([C:21]([F:24])([F:23])[F:22])=[C:4]([C:8]2[CH2:13][CH2:12][N:11]([C:14]([O:16][C:17]([CH3:20])([CH3:19])[CH3:18])=[O:15])[CH2:10][CH:9]=2)[CH:5]=[CH:6][CH:7]=1, predict the reaction product.